Task: Predict the reaction yield, written as a fraction of the theoretical maximum amount of product (1.0 means a 100% yield; for example, 0.34 means a 34% yield).. Dataset: Reaction yield outcomes from USPTO patents with 853,638 reactions (1) The reactants are [CH:1]1([NH:6][C:7]2[CH:12]=[CH:11][N:10]3[N:13]=[C:14]([C:28]4[CH:33]=[CH:32][C:31]([O:34][CH3:35])=[CH:30][CH:29]=4)[C:15]([C:16]4[CH:21]=[CH:20][N:19]=[C:18]([NH:22][CH:23]5[CH2:27][CH2:26][CH2:25][CH2:24]5)[N:17]=4)=[C:9]3[CH:8]=2)[CH2:5][CH2:4][CH2:3][CH2:2]1.C([Li])CCC.[C:41]1([S:47][S:47][C:41]2[CH:46]=[CH:45][CH:44]=[CH:43][CH:42]=2)[CH:46]=[CH:45][CH:44]=[CH:43][CH:42]=1. No catalyst specified. The product is [CH:1]1([NH:6][C:7]2[CH:12]=[C:11]([S:47][C:41]3[CH:46]=[CH:45][CH:44]=[CH:43][CH:42]=3)[N:10]3[N:13]=[C:14]([C:28]4[CH:29]=[CH:30][C:31]([O:34][CH3:35])=[CH:32][CH:33]=4)[C:15]([C:16]4[CH:21]=[CH:20][N:19]=[C:18]([NH:22][CH:23]5[CH2:24][CH2:25][CH2:26][CH2:27]5)[N:17]=4)=[C:9]3[CH:8]=2)[CH2:2][CH2:3][CH2:4][CH2:5]1. The yield is 4.90. (2) The reactants are [CH2:1]([C:3]1[CH:4]=[CH:5][C:6]([CH:9]=[CH2:10])=[N:7][CH:8]=1)[CH3:2].BrN1C(=[O:17])CCC1=O.[OH-].[Na+].[OH:21][C:22]1[CH:29]=[CH:28][C:25]([CH:26]=[O:27])=[CH:24][CH:23]=1. The catalyst is C(O)(C)(C)C.O.C1(C)C=CC=CC=1. The product is [CH2:1]([C:3]1[CH:4]=[CH:5][C:6]([CH:9]([OH:17])[CH2:10][O:21][C:22]2[CH:29]=[CH:28][C:25]([CH:26]=[O:27])=[CH:24][CH:23]=2)=[N:7][CH:8]=1)[CH3:2]. The yield is 0.840.